Dataset: Forward reaction prediction with 1.9M reactions from USPTO patents (1976-2016). Task: Predict the product of the given reaction. (1) Given the reactants Cl[C:2]1[C:10]2[C:5](=[CH:6][CH:7]=[C:8]([CH2:11][C:12]3[CH:17]=[C:16]([C:18]([O:20][CH3:21])=[O:19])[CH:15]=[CH:14][N:13]=3)[CH:9]=2)[N:4]([C:22]([O:24][C:25]([CH3:28])([CH3:27])[CH3:26])=[O:23])[CH:3]=1.P([O-])([O-])([O-])=O.[K+].[K+].[K+].[CH3:37]B1OB(C)OB(C)O1.C1(P(C2CCCCC2)C2C=CC=CC=2C2C(C(C)C)=CC(C(C)C)=CC=2C(C)C)CCCCC1, predict the reaction product. The product is: [CH3:21][O:20][C:18]([C:16]1[CH:15]=[CH:14][N:13]=[C:12]([CH2:11][C:8]2[CH:9]=[C:10]3[C:5](=[CH:6][CH:7]=2)[N:4]([C:22]([O:24][C:25]([CH3:26])([CH3:28])[CH3:27])=[O:23])[CH:3]=[C:2]3[CH3:37])[CH:17]=1)=[O:19]. (2) Given the reactants [NH2:1][C@@H:2]1[CH2:7][CH2:6][C@H:5]([NH:8][C:9]([C:11]2[C:15]3[N:16]=[CH:17][N:18]=[C:19]([C:20]4[CH:25]=[CH:24][C:23]([O:26][CH3:27])=[CH:22][C:21]=4[O:28][CH2:29][CH2:30][O:31][CH3:32])[C:14]=3[NH:13][CH:12]=2)=[O:10])[CH2:4][CH2:3]1.[CH3:33][O:34][CH2:35][C:36](Cl)=[O:37], predict the reaction product. The product is: [CH3:33][O:34][CH2:35][C:36]([NH:1][C@@H:2]1[CH2:7][CH2:6][C@H:5]([NH:8][C:9]([C:11]2[C:15]3[N:16]=[CH:17][N:18]=[C:19]([C:20]4[CH:25]=[CH:24][C:23]([O:26][CH3:27])=[CH:22][C:21]=4[O:28][CH2:29][CH2:30][O:31][CH3:32])[C:14]=3[NH:13][CH:12]=2)=[O:10])[CH2:4][CH2:3]1)=[O:37]. (3) The product is: [C:33]([C:29]1[CH:28]=[C:27]([CH2:26][NH:25][C:20]2[N:21]=[CH:22][CH:23]=[CH:24][C:19]=2[C:18]([NH:1][C:2]2[N:3]=[CH:4][C:5]3[C:10]([CH:11]=2)=[CH:9][CH:8]=[CH:7][CH:6]=3)=[O:17])[CH:32]=[CH:31][N:30]=1)#[N:34]. Given the reactants [NH2:1][C:2]1[N:3]=[CH:4][C:5]2[C:10]([CH:11]=1)=[CH:9][CH:8]=[CH:7][CH:6]=2.C[Al](C)C.C[O:17][C:18](=O)[C:19]1[CH:24]=[CH:23][CH:22]=[N:21][C:20]=1[NH:25][CH2:26][C:27]1[CH:32]=[CH:31][N:30]=[C:29]([C:33]#[N:34])[CH:28]=1.C(=O)(O)[O-].[Na+], predict the reaction product. (4) Given the reactants [Cl:1][C:2]1[CH:3]=[C:4]([C:12]2[N:16]=[C:15]([C:17]3[CH:18]=[C:19]4[C:23](=[CH:24][CH:25]=3)[NH:22][CH:21]=[CH:20]4)[O:14][N:13]=2)[CH:5]=[CH:6][C:7]=1[O:8][CH:9]([CH3:11])[CH3:10].[H-].[Na+].Br[CH:29]1[CH2:33][CH2:32][CH:31]([C:34]([O:36][CH3:37])=[O:35])[CH2:30]1.[I-].[Na+], predict the reaction product. The product is: [Cl:1][C:2]1[CH:3]=[C:4]([C:12]2[N:16]=[C:15]([C:17]3[CH:18]=[C:19]4[C:23](=[CH:24][CH:25]=3)[N:22]([CH:29]3[CH2:33][CH2:32][CH:31]([C:34]([O:36][CH3:37])=[O:35])[CH2:30]3)[CH:21]=[CH:20]4)[O:14][N:13]=2)[CH:5]=[CH:6][C:7]=1[O:8][CH:9]([CH3:11])[CH3:10]. (5) Given the reactants [Cl:1][C:2]1[CH:7]=[C:6]([OH:8])[CH:5]=[CH:4][C:3]=1[C:9]1[CH:14]=[CH:13][CH:12]=[C:11]([C:15]([F:18])([F:17])[F:16])[CH:10]=1.[I:19]N1C(=O)CCC1=O.S(=O)(=O)(O)O, predict the reaction product. The product is: [Cl:1][C:2]1[CH:7]=[C:6]([OH:8])[C:5]([I:19])=[CH:4][C:3]=1[C:9]1[CH:14]=[CH:13][CH:12]=[C:11]([C:15]([F:16])([F:17])[F:18])[CH:10]=1. (6) Given the reactants [F:1][C:2]1[N:7]=[C:6]([N:8]2[CH2:13][CH2:12][N:11]([CH2:14][CH2:15][CH2:16][CH2:17][NH2:18])[CH2:10][CH2:9]2)[CH:5]=[CH:4][CH:3]=1.C(N(CC)CC)C.[CH:26]1([CH2:32][S:33](Cl)(=[O:35])=[O:34])[CH2:31][CH2:30][CH2:29][CH2:28][CH2:27]1, predict the reaction product. The product is: [CH:26]1([CH2:32][S:33]([NH:18][CH2:17][CH2:16][CH2:15][CH2:14][N:11]2[CH2:12][CH2:13][N:8]([C:6]3[CH:5]=[CH:4][CH:3]=[C:2]([F:1])[N:7]=3)[CH2:9][CH2:10]2)(=[O:35])=[O:34])[CH2:31][CH2:30][CH2:29][CH2:28][CH2:27]1. (7) Given the reactants [F:1][C:2]1[C:3]([C:9]2[N:13]([CH:14]3[CH2:19][CH2:18][O:17][CH2:16][CH2:15]3)[C:12]([CH3:20])=[N:11][CH:10]=2)=[N:4][C:5]([NH2:8])=[N:6][CH:7]=1.Cl[C:22]1[CH:27]=[C:26]([O:28][CH3:29])[CH:25]=[CH:24][N:23]=1, predict the reaction product. The product is: [F:1][C:2]1[C:3]([C:9]2[N:13]([CH:14]3[CH2:19][CH2:18][O:17][CH2:16][CH2:15]3)[C:12]([CH3:20])=[N:11][CH:10]=2)=[N:4][C:5]([NH:8][C:22]2[CH:27]=[C:26]([O:28][CH3:29])[CH:25]=[CH:24][N:23]=2)=[N:6][CH:7]=1. (8) Given the reactants [CH3:1][C:2]1([CH3:14])S[C@@H:5]2[C@H:7]([NH2:10])[C:8](=[O:9])[N:4]2[C@H:3]1[C:11]([OH:13])=[O:12].[Mn]([O-])(=O)(=O)=O.[K+].[S:21](=[O:25])(=O)(O)[OH:22].S(=O)(O)[O-].[Na+].N, predict the reaction product. The product is: [NH2:10][C@H:7]1[C:8](=[O:9])[N:4]2[C@@H:5]1[S:21](=[O:25])(=[O:22])[C:2]([CH3:14])([CH3:1])[C@@H:3]2[C:11]([OH:13])=[O:12]. (9) Given the reactants Br[C:10]1[CH:9]=[C:8]2[C:8](=[CH:9][CH:10]=1)[C@:7](N=C=O)([C:11](OC)=O)[CH2:11][CH2:7]2.F[C:19]1[CH:24]=[CH:23][C:22]([CH2:25][NH2:26])=[CH:21][CH:20]=1.[BH-](OC(C)=O)(OC(C)=O)OC(C)=O.[Na+], predict the reaction product. The product is: [CH2:25]([NH:26][C@@H:9]([CH:8]1[CH2:7][CH2:11]1)[CH3:10])[C:22]1[CH:23]=[CH:24][CH:19]=[CH:20][CH:21]=1. (10) Given the reactants [H-].[H-].[H-].[H-].[Li+].[Al+3].C1COCC1.[CH3:12][C@@H:13]1[N:18]([CH3:19])[C@@H:17]([CH3:20])[CH2:16][NH:15][C:14]1=O, predict the reaction product. The product is: [CH3:19][N:18]1[C@@H:13]([CH3:12])[CH2:14][NH:15][CH2:16][C@@H:17]1[CH3:20].